From a dataset of Reaction yield outcomes from USPTO patents with 853,638 reactions. Predict the reaction yield, written as a fraction of the theoretical maximum amount of product (1.0 means a 100% yield; for example, 0.34 means a 34% yield). (1) The reactants are Cl[C:2]1[N:11]=[C:10]([O:12][CH2:13][C:14]([F:17])([F:16])[F:15])[C:9]([F:18])=[CH:8][C:3]=1[C:4]([O:6][CH3:7])=[O:5].[CH3:19][O-:20].[Na+].O. The catalyst is C1COCC1. The product is [F:18][C:9]1[C:10]([O:12][CH2:13][C:14]([F:17])([F:16])[F:15])=[N:11][C:2]([O:20][CH3:19])=[C:3]([CH:8]=1)[C:4]([O:6][CH3:7])=[O:5]. The yield is 0.280. (2) The reactants are Cl[CH2:2][C:3]1[CH:4]=[C:5]([O:12][CH3:13])[C:6]2[O:10][CH2:9][O:8][C:7]=2[CH:11]=1.[C-:14]#[N:15].[Na+].O. The catalyst is CS(C)=O. The product is [CH3:13][O:12][C:5]1[C:6]2[O:10][CH2:9][O:8][C:7]=2[CH:11]=[C:3]([CH2:2][C:14]#[N:15])[CH:4]=1. The yield is 0.450. (3) The catalyst is CO. The product is [ClH:3].[Cl:3][C:4]1[C:32]([OH:33])=[CH:31][C:7]([NH:8][C:9]2[C:18]3[C:13](=[CH:14][C:15]([O:21][CH2:22][CH2:23][CH2:24][C:25]4[CH:30]=[CH:29][N:28]=[CH:27][CH:26]=4)=[C:16]([O:19][CH3:20])[CH:17]=3)[N:12]=[CH:11][N:10]=2)=[C:6]([F:38])[CH:5]=1. The yield is 0.700. The reactants are [OH-].[Na+].[Cl:3][C:4]1[C:32]([O:33]C(OC)=O)=[CH:31][C:7]([NH:8][C:9]2[C:18]3[C:13](=[CH:14][C:15]([O:21][CH2:22][CH2:23][CH2:24][C:25]4[CH:30]=[CH:29][N:28]=[CH:27][CH:26]=4)=[C:16]([O:19][CH3:20])[CH:17]=3)[N:12]=[CH:11][N:10]=2)=[C:6]([F:38])[CH:5]=1.O.Cl. (4) The reactants are [NH2:1][C:2](C(Cl)(Cl)Cl)=[C:3]([C:10]#[N:11])[C:4]([O:6][CH2:7][CH:8]=[CH2:9])=O.CC([O-])=O.[K+].[OH2:21].[NH2:22][NH2:23].C(Cl)Cl. The catalyst is CN(C=O)C.C(#N)C. The product is [NH2:1][C:2]1[C:3]([C:4]([O:6][CH2:7][CH:8]=[CH2:9])=[O:21])=[C:10]([NH2:11])[NH:23][N:22]=1. The yield is 0.410. (5) The reactants are [N+:1]([C:4]1[C:11]([NH:12][C:13]2[CH:18]=[CH:17][CH:16]=[CH:15][CH:14]=2)=[CH:10][CH:9]=[CH:8][C:5]=1[C:6]#[N:7])([O-])=O.S(S([O-])=O)([O-])=O.[Na+].[Na+]. The catalyst is C(O)C.O. The product is [NH2:1][C:4]1[C:11]([NH:12][C:13]2[CH:18]=[CH:17][CH:16]=[CH:15][CH:14]=2)=[CH:10][CH:9]=[CH:8][C:5]=1[C:6]#[N:7]. The yield is 0.570.